This data is from Forward reaction prediction with 1.9M reactions from USPTO patents (1976-2016). The task is: Predict the product of the given reaction. (1) Given the reactants [Br:1][C:2]1[CH:3]=[C:4]([CH:8]([CH2:12][C:13]2[CH:18]=[CH:17][C:16]([Cl:19])=[CH:15][N:14]=2)[C:9](=[O:11])[CH3:10])[CH:5]=[CH:6][CH:7]=1.C([BH-](C(CC)C)C(CC)C)(CC)C.[Li+].Cl, predict the reaction product. The product is: [Br:1][C:2]1[CH:3]=[C:4]([CH:8]([CH2:12][C:13]2[CH:18]=[CH:17][C:16]([Cl:19])=[CH:15][N:14]=2)[CH:9]([OH:11])[CH3:10])[CH:5]=[CH:6][CH:7]=1. (2) Given the reactants Cl[C:2]1[C:7]([C:8]2[CH:13]=[CH:12][CH:11]=[C:10]([C:14]([F:17])([F:16])[F:15])[CH:9]=2)=[C:6]([C:18]2[CH:23]=[CH:22][N:21]=[C:20]([Cl:24])[CH:19]=2)[N:5]=[C:4]([S:25][CH3:26])[N:3]=1.[NH2:27][NH2:28].O.[CH3:30]CO, predict the reaction product. The product is: [CH3:26][S:25][C:4]1[N:3]2[CH:30]=[N:27][N:28]=[C:2]2[C:7]([C:8]2[CH:13]=[CH:12][CH:11]=[C:10]([C:14]([F:17])([F:16])[F:15])[CH:9]=2)=[C:6]([C:18]2[CH:23]=[CH:22][N:21]=[C:20]([Cl:24])[CH:19]=2)[N:5]=1. (3) Given the reactants [CH3:1][C:2]1[CH:10]=[CH:9][CH:8]=[C:7]([N+:11]([O-:13])=[O:12])[C:3]=1[C:4]([OH:6])=[O:5].[C:14](OC(OC(O[C:14]([CH3:17])([CH3:16])[CH3:15])=O)=O)([CH3:17])([CH3:16])[CH3:15], predict the reaction product. The product is: [CH3:1][C:2]1[CH:10]=[CH:9][CH:8]=[C:7]([N+:11]([O-:13])=[O:12])[C:3]=1[C:4]([O:6][C:14]([CH3:17])([CH3:16])[CH3:15])=[O:5]. (4) The product is: [CH3:1][NH:2][C:3]1[N:8]=[C:7]([CH2:9][CH2:10][O:24][C:25]2[CH:45]=[CH:44][C:28]3[CH2:29][C@@H:30]([CH2:40][C:41]([O:43][CH3:13])=[O:42])[C:31](=[O:39])[N:32]([CH2:34][C:35]([F:38])([F:36])[F:37])[CH2:33][C:27]=3[CH:26]=2)[CH:6]=[CH:5][CH:4]=1. Given the reactants [CH3:1][NH:2][C:3]1[N:8]=[C:7]([CH:9](O)[CH3:10])[CH:6]=[CH:5][CH:4]=1.O[CH2:13]CCNC1C=CC=C[N+]=1[O-].[OH:24][C:25]1[CH:45]=[CH:44][C:28]2[CH2:29][C@@H:30]([CH2:40][C:41]([O-:43])=[O:42])[C:31](=[O:39])[N:32]([CH2:34][C:35]([F:38])([F:37])[F:36])[CH2:33][C:27]=2[CH:26]=1.OC1C=CC2C[C@H](CC([O-])=O)C(=O)N(CC(F)(F)F)CC=2C=1, predict the reaction product. (5) Given the reactants I[C:2]1[CH:12]=[CH:11][C:5]([C:6]([O:8][CH2:9][CH3:10])=[O:7])=[CH:4][CH:3]=1.[CH3:13][C@H:14]1[C@H:19]([OH:20])[CH2:18][C@@H:17]2[CH2:21][C@H:15]1[C:16]2([CH3:23])[CH3:22].N1C2C(=CC=C3C=2N=CC=C3)C=CC=1.C(=O)([O-])[O-].[Cs+].[Cs+], predict the reaction product. The product is: [CH3:13][C@H:14]1[C@H:19]([O:20][C:2]2[CH:12]=[CH:11][C:5]([C:6]([O:8][CH2:9][CH3:10])=[O:7])=[CH:4][CH:3]=2)[CH2:18][C@@H:17]2[CH2:21][C@H:15]1[C:16]2([CH3:22])[CH3:23].